From a dataset of Forward reaction prediction with 1.9M reactions from USPTO patents (1976-2016). Predict the product of the given reaction. Given the reactants Cl[CH2:2][CH2:3][CH2:4][CH2:5][N:6]1[C:10]2[CH:11]=[CH:12][CH:13]=[CH:14][C:9]=2[N:8]=[CH:7]1.[N:15]1[CH:20]=[CH:19][C:18]([CH:21]2[CH2:26][CH2:25][NH:24][CH2:23][CH2:22]2)=[CH:17][CH:16]=1.C(N(C(C)C)CC)(C)C.[I-].[K+], predict the reaction product. The product is: [N:6]1([CH2:5][CH2:4][CH2:3][CH2:2][N:24]2[CH2:25][CH2:26][CH:21]([C:18]3[CH:17]=[CH:16][N:15]=[CH:20][CH:19]=3)[CH2:22][CH2:23]2)[C:10]2[CH:11]=[CH:12][CH:13]=[CH:14][C:9]=2[N:8]=[CH:7]1.